Dataset: Catalyst prediction with 721,799 reactions and 888 catalyst types from USPTO. Task: Predict which catalyst facilitates the given reaction. (1) Reactant: [CH3:1][C:2]1[C:7]([CH:8]([S:18]([C:21]2[CH:22]=[N:23][C:24]([C:27]([F:30])([F:29])[F:28])=[CH:25][CH:26]=2)(=[O:20])=[O:19])[C:9]2[C:14]([F:15])=[CH:13][CH:12]=[C:11]([F:16])[C:10]=2[F:17])=[CH:6][N:5]=[C:4]([C:31]([NH2:33])=[O:32])[CH:3]=1.C=O.[OH-].[Na+].[C:38](OCC)(=[O:40])C. Product: [OH:40][CH2:38][NH:33][C:31]([C:4]1[CH:3]=[C:2]([CH3:1])[C:7]([CH:8]([S:18]([C:21]2[CH:22]=[N:23][C:24]([C:27]([F:30])([F:29])[F:28])=[CH:25][CH:26]=2)(=[O:20])=[O:19])[C:9]2[C:14]([F:15])=[CH:13][CH:12]=[C:11]([F:16])[C:10]=2[F:17])=[CH:6][N:5]=1)=[O:32]. The catalyst class is: 57. (2) Reactant: [C:1]([O:5][C@@H:6]([C:12]1[C:13]([CH3:34])=[N:14][C:15]([CH3:33])=[C:16]([C:26]2[CH:31]=[CH:30][C:29]([OH:32])=[CH:28][CH:27]=2)[C:17]=1[N:18]1[CH2:23][CH2:22][C:21]([CH3:25])([CH3:24])[CH2:20][CH2:19]1)[C:7]([O:9]CC)=[O:8])([CH3:4])([CH3:3])[CH3:2].[CH3:35][C:36]1[N:37]=[CH:38][S:39][C:40]=1[CH2:41][CH2:42]O.C1C=CC(P(C2C=CC=CC=2)C2C=CC=CC=2)=CC=1.CCOC(/N=N/C(OCC)=O)=O.[OH-].[Na+]. Product: [C:1]([O:5][C@@H:6]([C:12]1[C:13]([CH3:34])=[N:14][C:15]([CH3:33])=[C:16]([C:26]2[CH:31]=[CH:30][C:29]([O:32][CH2:42][CH2:41][C:40]3[S:39][CH:38]=[N:37][C:36]=3[CH3:35])=[CH:28][CH:27]=2)[C:17]=1[N:18]1[CH2:23][CH2:22][C:21]([CH3:25])([CH3:24])[CH2:20][CH2:19]1)[C:7]([OH:9])=[O:8])([CH3:2])([CH3:3])[CH3:4]. The catalyst class is: 36.